The task is: Regression. Given two drug SMILES strings and cell line genomic features, predict the synergy score measuring deviation from expected non-interaction effect.. This data is from NCI-60 drug combinations with 297,098 pairs across 59 cell lines. (1) Drug 1: CC12CCC3C(C1CCC2=O)CC(=C)C4=CC(=O)C=CC34C. Drug 2: COC1=NC(=NC2=C1N=CN2C3C(C(C(O3)CO)O)O)N. Cell line: SW-620. Synergy scores: CSS=28.5, Synergy_ZIP=6.57, Synergy_Bliss=9.64, Synergy_Loewe=7.91, Synergy_HSA=7.73. (2) Drug 2: CN1C=C(C=N1)C2=C3N=C(C(=C(N3N=C2)N)Br)C4CCCNC4. Drug 1: CC12CCC3C(C1CCC2NC(=O)OCC(F)(F)F)CCC4C3(C=CC(=O)N4C)C. Synergy scores: CSS=42.8, Synergy_ZIP=7.86, Synergy_Bliss=8.50, Synergy_Loewe=-17.6, Synergy_HSA=3.89. Cell line: SK-OV-3.